The task is: Predict the product of the given reaction.. This data is from Forward reaction prediction with 1.9M reactions from USPTO patents (1976-2016). (1) Given the reactants C([O:8][C:9]([CH2:11][N:12]1[CH2:25][CH2:24][CH2:23][NH:22][CH2:21][CH2:20][N:19]([CH2:26][C:27]([O:29]CC2C=CC=CC=2)=[O:28])[CH2:18][CH2:17][CH2:16][NH:15][CH2:14][CH2:13]1)=[O:10])C1C=CC=CC=1.C(OCC)C, predict the reaction product. The product is: [C:9]([CH2:11][N:12]1[CH2:25][CH2:24][CH2:23][NH:22][CH2:21][CH2:20][N:19]([CH2:26][C:27]([OH:29])=[O:28])[CH2:18][CH2:17][CH2:16][NH:15][CH2:14][CH2:13]1)([OH:10])=[O:8]. (2) Given the reactants [ClH:1].C(N(CC)CC)C.P(=O)(O)(O)[OH:10].CO[C@@H]1[C@@H](C(OC)=O)[C@@H]2[C@@H](CN3[C@H:26]([CH2:27]2)[C:25]2[NH:34][C:35]4[CH:40]=[C:39]([O:41]C)C=C[C:36]=4[C:24]=2[CH2:23]C3)C[C@H]1OC(C1C=C(OC)C(OC)=C(OC)C=1)=O, predict the reaction product. The product is: [ClH:1].[NH2:34][C@@H:35]([CH2:36][C@H:24]([CH3:23])[CH2:25][CH2:26][CH3:27])[CH2:40][C:39]([OH:41])=[O:10]. (3) Given the reactants O[C@H](C1C2C(=CC=C(OC)N=2)N=CC=1)CNC1(C(O)=O)CCCNCC1.C1(C2CC(=O)C2)C=CC=CC=1.C([BH3-])#N.[OH:41][C@H:42]([C:66]1[C:75]2[C:70](=[CH:71][CH:72]=[C:73]([O:76][CH3:77])[N:74]=2)[N:69]=[CH:68][CH:67]=1)[CH2:43][NH:44][C:45]1([C:62]([O:64]C)=[O:63])[CH2:51][CH2:50][CH2:49][N:48]([CH:52]2[CH2:55][CH:54]([C:56]3[CH:61]=[CH:60][CH:59]=[CH:58][CH:57]=3)[CH2:53]2)[CH2:47][CH2:46]1, predict the reaction product. The product is: [OH:41][C@H:42]([C:66]1[C:75]2[C:70](=[CH:71][CH:72]=[C:73]([O:76][CH3:77])[N:74]=2)[N:69]=[CH:68][CH:67]=1)[CH2:43][NH:44][C:45]1([C:62]([OH:64])=[O:63])[CH2:51][CH2:50][CH2:49][N:48]([CH:52]2[CH2:53][CH:54]([C:56]3[CH:57]=[CH:58][CH:59]=[CH:60][CH:61]=3)[CH2:55]2)[CH2:47][CH2:46]1. (4) Given the reactants [CH3:1][O:2][C:3]1[CH:8]=[CH:7][C:6]([C:9]2[CH:10]=[CH:11][C:12](=[O:15])[NH:13][CH:14]=2)=[CH:5][CH:4]=1.[Cl:16][C:17]1[CH:22]=[CH:21][C:20]([CH2:23]Cl)=[CH:19][N:18]=1.C([O-])([O-])=O.[K+].[K+], predict the reaction product. The product is: [Cl:16][C:17]1[N:18]=[CH:19][C:20]([CH2:23][N:13]2[CH:14]=[C:9]([C:6]3[CH:7]=[CH:8][C:3]([O:2][CH3:1])=[CH:4][CH:5]=3)[CH:10]=[CH:11][C:12]2=[O:15])=[CH:21][CH:22]=1. (5) Given the reactants [CH3:1][O:2][C:3](=[O:15])[C@@H:4]([OH:14])[C@@H:5]([C:7]1[CH:12]=[CH:11][CH:10]=[CH:9][C:8]=1[F:13])[OH:6].CO[C:18](=O)[C@@H:19](O)[C@@H](C1C=CC=CC=1Cl)O, predict the reaction product. The product is: [CH3:1][O:2][C:3]([C@@H:4]1[C@@H:5]([C:7]2[CH:12]=[CH:11][CH:10]=[CH:9][C:8]=2[F:13])[O:6][CH:18]([CH3:19])[O:14]1)=[O:15]. (6) Given the reactants [F:1][C:2]1[CH:7]=[CH:6][C:5]([F:8])=[CH:4][C:3]=1[C@@H:9]1[N:14]([CH3:15])[C:13](=[O:16])[CH2:12][CH2:11][C@H:10]1[N+:17]([O-])=O.[BH4-].[Na+].[C:22](O[C:22]([O:24][C:25]([CH3:28])([CH3:27])[CH3:26])=[O:23])([O:24][C:25]([CH3:28])([CH3:27])[CH3:26])=[O:23], predict the reaction product. The product is: [F:1][C:2]1[CH:7]=[CH:6][C:5]([F:8])=[CH:4][C:3]=1[C@H:9]1[C@H:10]([NH:17][C:22](=[O:23])[O:24][C:25]([CH3:28])([CH3:27])[CH3:26])[CH2:11][CH2:12][C:13](=[O:16])[N:14]1[CH3:15]. (7) Given the reactants [F:1][C:2]1[CH:7]=[CH:6][C:5]([S:8]([NH:11][CH:12]([CH2:15][CH3:16])[CH2:13][CH3:14])(=[O:10])=[O:9])=[CH:4][CH:3]=1.Br[CH2:18][C:19]1[CH:28]=[CH:27][C:22]([C:23]([O:25][CH3:26])=[O:24])=[C:21]([F:29])[CH:20]=1.C([O-])([O-])=O.[K+].[K+], predict the reaction product. The product is: [F:29][C:21]1[CH:20]=[C:19]([CH2:18][N:11]([CH:12]([CH2:15][CH3:16])[CH2:13][CH3:14])[S:8]([C:5]2[CH:4]=[CH:3][C:2]([F:1])=[CH:7][CH:6]=2)(=[O:10])=[O:9])[CH:28]=[CH:27][C:22]=1[C:23]([O:25][CH3:26])=[O:24]. (8) Given the reactants [F:1][C:2]1[C:7]([C:8]([F:11])([F:10])[F:9])=[C:6]([F:12])[CH:5]=[CH:4][C:3]=1[C:13]1[N:14]=[C:15]([NH2:18])[S:16][CH:17]=1.[H-].[Na+].[CH3:21][N:22]1[C:27](=[O:28])[CH:26]=[C:25]([S:29][CH2:30][C:31](=[O:38])[CH2:32][C:33](OCC)=[O:34])[N:24]([CH3:39])[C:23]1=[O:40], predict the reaction product. The product is: [F:1][C:2]1[C:7]([C:8]([F:9])([F:10])[F:11])=[C:6]([F:12])[CH:5]=[CH:4][C:3]=1[C:13]1[N:14]=[C:15]([NH:18][C:33](=[O:34])[CH2:32][C:31](=[O:38])[CH2:30][S:29][C:25]2[N:24]([CH3:39])[C:23](=[O:40])[N:22]([CH3:21])[C:27](=[O:28])[CH:26]=2)[S:16][CH:17]=1.